Task: Predict the product of the given reaction.. Dataset: Forward reaction prediction with 1.9M reactions from USPTO patents (1976-2016) The product is: [NH2:1][C:2]1[N:7]=[CH:6][N:5]=[C:4]2[N:8]([CH:12]([C:14]3[C:15]([O:32][CH2:33][CH3:34])=[C:16]([CH:22]4[CH2:28][NH:29][C:24](=[O:25])[CH2:23]4)[C:17]([CH3:21])=[C:18]([Cl:20])[CH:19]=3)[CH3:13])[N:9]=[C:10]([CH3:11])[C:3]=12. Given the reactants [NH2:1][C:2]1[N:7]=[CH:6][N:5]=[C:4]2[N:8]([CH:12]([C:14]3[C:15]([O:32][CH2:33][CH3:34])=[C:16]([CH:22]([CH2:28][N+:29]([O-])=O)[CH2:23][C:24](OC)=[O:25])[C:17]([CH3:21])=[C:18]([Cl:20])[CH:19]=3)[CH3:13])[N:9]=[C:10]([CH3:11])[C:3]=12.[BH4-].[Na+], predict the reaction product.